From a dataset of Reaction yield outcomes from USPTO patents with 853,638 reactions. Predict the reaction yield, written as a fraction of the theoretical maximum amount of product (1.0 means a 100% yield; for example, 0.34 means a 34% yield). (1) The reactants are [N:1]1([C:7]2[S:8][C:9]3[C:10](=O)[NH:11][CH2:12][CH2:13][C:14]=3[N:15]=2)[CH2:6][CH2:5][O:4][CH2:3][CH2:2]1.COC1C=CC(P2(SP(C3C=CC(OC)=CC=3)(=S)S2)=[S:26])=CC=1.C(Cl)Cl.O. The catalyst is C1COCC1. The product is [N:1]1([C:7]2[S:8][C:9]3[C:10](=[S:26])[NH:11][CH2:12][CH2:13][C:14]=3[N:15]=2)[CH2:6][CH2:5][O:4][CH2:3][CH2:2]1. The yield is 0.510. (2) The reactants are Br[C:2]1[CH:3]=[C:4]2[C:10]([C:11]3[CH:16]=[CH:15][CH:14]=[CH:13][C:12]=3[O:17][CH3:18])=[N:9][N:8](COCC[Si](C)(C)C)[C:5]2=[N:6][CH:7]=1.[C:27]([C:30]1[CH:31]=[C:32](B(O)O)[CH:33]=[CH:34][CH:35]=1)([OH:29])=[O:28].ClCCl. The catalyst is C(#N)C.C([O-])(O)=O.[Na+].C1C=CC(P(C2C=CC=CC=2)[C-]2C=CC=C2)=CC=1.C1C=CC(P(C2C=CC=CC=2)[C-]2C=CC=C2)=CC=1.Cl[Pd]Cl.[Fe+2]. The product is [CH3:18][O:17][C:12]1[CH:13]=[CH:14][CH:15]=[CH:16][C:11]=1[C:10]1[C:4]2[C:5](=[N:6][CH:7]=[C:2]([C:34]3[CH:35]=[C:30]([CH:31]=[CH:32][CH:33]=3)[C:27]([OH:29])=[O:28])[CH:3]=2)[NH:8][N:9]=1. The yield is 0.620. (3) The reactants are [NH2:1][C:2]1[N:7]=[CH:6][N:5]=[C:4]([NH:8][C@H:9]([C:11]2[N:16]([C:17]3[CH:22]=[CH:21][CH:20]=[CH:19][CH:18]=3)[C:15](=[O:23])[C:14]3=[C:24]([CH3:27])[CH:25]=[CH:26][N:13]3[N:12]=2)[CH3:10])[C:3]=1Br.[F:29][C:30]1[CH:35]=[C:34]([F:36])[CH:33]=[CH:32][C:31]=1[S:37]([NH:40][C:41]1[CH:46]=[C:45](B2OC(C)(C)C(C)(C)O2)[CH:44]=[C:43]([OH:56])[CH:42]=1)(=[O:39])=[O:38].C(=O)([O-])[O-].[Na+].[Na+]. No catalyst specified. The product is [NH2:1][C:2]1[C:3]([C:45]2[CH:46]=[C:41]([NH:40][S:37]([C:31]3[CH:32]=[CH:33][C:34]([F:36])=[CH:35][C:30]=3[F:29])(=[O:39])=[O:38])[CH:42]=[C:43]([OH:56])[CH:44]=2)=[C:4]([NH:8][C@H:9]([C:11]2[N:16]([C:17]3[CH:22]=[CH:21][CH:20]=[CH:19][CH:18]=3)[C:15](=[O:23])[C:14]3=[C:24]([CH3:27])[CH:25]=[CH:26][N:13]3[N:12]=2)[CH3:10])[N:5]=[CH:6][N:7]=1. The yield is 0.0800. (4) The reactants are [CH3:1][C:2]1[N:3]([C:8]2[CH:12]=[CH:11][N:10]([CH3:13])[N:9]=2)[C:4]([CH3:7])=[CH:5][CH:6]=1.C([Li])CCC.[I:19]I.Cl. The catalyst is O1CCCC1.ClCCl. The product is [CH3:7][C:4]1[N:3]([C:8]2[CH:12]=[C:11]([I:19])[N:10]([CH3:13])[N:9]=2)[C:2]([CH3:1])=[CH:6][CH:5]=1. The yield is 0.690. (5) The reactants are [Br:1][C:2]1[C:3]([F:12])=[C:4]2[C:10]([NH2:11])=[CH:9][NH:8][C:5]2=[N:6][CH:7]=1.[N:13]1[CH:18]=[CH:17][CH:16]=[N:15][C:14]=1[C:19](O)=[O:20].O=C1N(P(Cl)(N2CCOC2=O)=O)CCO1.C(N(CC)CC)C. The catalyst is C(Cl)Cl.O. The product is [Br:1][C:2]1[C:3]([F:12])=[C:4]2[C:10]([NH:11][C:19]([C:14]3[N:15]=[CH:16][CH:17]=[CH:18][N:13]=3)=[O:20])=[CH:9][NH:8][C:5]2=[N:6][CH:7]=1. The yield is 0.380. (6) The reactants are Cl[C:2]1[CH:3]=[CH:4][C:5]2[O:14][CH2:13][CH2:12][C:11]3[CH:10]=[C:9]([C:15]4[N:16]([C:20]5[CH:25]=[CH:24][C:23]([F:26])=[CH:22][C:21]=5[F:27])[N:17]=[CH:18][N:19]=4)[S:8][C:7]=3[C:6]=2[N:28]=1.Cl.[CH:30]1(NC)[CH2:34][CH2:33][CH2:32][CH2:31]1.[CH2:37]([N:41]1CCN2CCN(CCCC)P1N(CCCC)CC2)CCC.CC(C)([O-])C. The catalyst is O1CCOCC1.CC([O-])=O.CC([O-])=O.[Pd+2]. The product is [CH:30]1([CH2:37][NH:41][C:2]2[CH:3]=[CH:4][C:5]3[O:14][CH2:13][CH2:12][C:11]4[CH:10]=[C:9]([C:15]5[N:16]([C:20]6[CH:25]=[CH:24][C:23]([F:26])=[CH:22][C:21]=6[F:27])[N:17]=[CH:18][N:19]=5)[S:8][C:7]=4[C:6]=3[N:28]=2)[CH2:31][CH2:32][CH2:33][CH2:34]1. The yield is 0.130. (7) The reactants are N[C:2]1[CH:7]=[CH:6][CH:5]=[C:4]([Br:8])[C:3]=1[OH:9].C(=O)([O-])[O-].[K+].[K+].Cl[CH2:17][C:18](Cl)=[O:19].C[N:22](C=O)C. The catalyst is C(OCC)(=O)C. The product is [Br:8][C:4]1[C:3]2[O:9][NH:22][C:18](=[O:19])[CH2:17][C:2]=2[CH:7]=[CH:6][CH:5]=1. The yield is 0.910. (8) The reactants are C([O:3][C:4](=[O:34])[CH2:5][N:6]([CH2:19][CH2:20][NH:21][S:22]([C:25]1[S:26][C:27]2[CH:33]=[CH:32][CH:31]=[CH:30][C:28]=2[N:29]=1)(=[O:24])=[O:23])[C:7](=[O:18])[CH2:8][N:9]1[CH:17]=[C:15]([CH3:16])[C:13](=[O:14])[NH:12][C:10]1=[O:11])C.O.[OH-].[Li+].Cl. The catalyst is O1CCCC1.O. The product is [S:26]1[C:27]2[CH:33]=[CH:32][CH:31]=[CH:30][C:28]=2[N:29]=[C:25]1[S:22]([NH:21][CH2:20][CH2:19][N:6]([C:7](=[O:18])[CH2:8][N:9]1[CH:17]=[C:15]([CH3:16])[C:13](=[O:14])[NH:12][C:10]1=[O:11])[CH2:5][C:4]([OH:34])=[O:3])(=[O:23])=[O:24]. The yield is 0.950.